From a dataset of Reaction yield outcomes from USPTO patents with 853,638 reactions. Predict the reaction yield, written as a fraction of the theoretical maximum amount of product (1.0 means a 100% yield; for example, 0.34 means a 34% yield). (1) The reactants are O=O.[F:3][C:4]1[CH:5]=[CH:6][C:7]([OH:14])=[C:8]([CH:13]=1)[C:9](OC)=[O:10].[H-].[Al+3].[Li+].[H-].[H-].[H-].[Cl-].[NH4+]. The catalyst is C1COCC1.C(Cl)Cl. The product is [F:3][C:4]1[CH:5]=[CH:6][C:7]([OH:14])=[C:8]([CH2:9][OH:10])[CH:13]=1. The yield is 0.790. (2) The reactants are Br[C:2]1[CH:3]=[C:4]([NH2:11])[C:5]([N+:8]([O-:10])=[O:9])=[N:6][CH:7]=1.[NH:12]1[CH2:17][CH2:16][O:15][CH2:14][CH2:13]1. No catalyst specified. The product is [O:15]1[CH2:16][CH2:17][N:12]([C:2]2[CH:3]=[C:4]([NH2:11])[C:5]([N+:8]([O-:10])=[O:9])=[N:6][CH:7]=2)[CH2:13][CH2:14]1. The yield is 0.840. (3) The reactants are Br[C:2]1[CH:3]=[C:4]([N:8]2[CH:12]=[C:11]([C@:13]3([CH3:22])[C:18]([F:20])([F:19])[CH2:17][O:16][C:15]([NH2:21])=[N:14]3)[CH:10]=[N:9]2)[CH:5]=[CH:6][CH:7]=1.[CH3:23][N:24](C)C=O. The yield is 0.790. The product is [NH2:21][C:15]1[O:16][CH2:17][C:18]([F:20])([F:19])[C@:13]([C:11]2[CH:10]=[N:9][N:8]([C:4]3[CH:3]=[C:2]([CH:7]=[CH:6][CH:5]=3)[C:23]#[N:24])[CH:12]=2)([CH3:22])[N:14]=1. The catalyst is [C-]#N.[Zn+2].[C-]#N.[Pd].C1(P(C2C=CC=CC=2)C2C=CC=CC=2)C=CC=CC=1.C1(P(C2C=CC=CC=2)C2C=CC=CC=2)C=CC=CC=1.C1(P(C2C=CC=CC=2)C2C=CC=CC=2)C=CC=CC=1.C1(P(C2C=CC=CC=2)C2C=CC=CC=2)C=CC=CC=1. (4) The reactants are [F:1][C:2]1[CH:7]=[CH:6][C:5]([C:8]2[S:12][C:11]3[CH:13]=[C:14]([O:17]C)[CH:15]=[CH:16][C:10]=3[C:9]=2[O:19][C:20]2[CH:33]=[CH:32][C:23](/[CH:24]=[CH:25]/[C:26]3[O:27][C:28]([CH3:31])=[N:29][N:30]=3)=[CH:22][CH:21]=2)=[C:4]([CH3:34])[CH:3]=1.B(Br)(Br)Br. The catalyst is C(Cl)Cl. The product is [F:1][C:2]1[CH:7]=[CH:6][C:5]([C:8]2[S:12][C:11]3[CH:13]=[C:14]([OH:17])[CH:15]=[CH:16][C:10]=3[C:9]=2[O:19][C:20]2[CH:21]=[CH:22][C:23](/[CH:24]=[CH:25]/[C:26]3[O:27][C:28]([CH3:31])=[N:29][N:30]=3)=[CH:32][CH:33]=2)=[C:4]([CH3:34])[CH:3]=1. The yield is 0.260. (5) The catalyst is O1CCCC1.CO.C(Cl)(Cl)Cl. The yield is 0.990. The product is [C:1]([O:5][C:6]([NH:8][C:9]1[N:10]=[CH:11][C:12]([C:15]2[N:19]([C:20]3[CH:21]=[N:22][C:23]([O:26][CH3:27])=[CH:24][CH:25]=3)[N:18]=[C:17]([C:28]([OH:30])=[O:29])[CH:16]=2)=[N:13][CH:14]=1)=[O:7])([CH3:4])([CH3:2])[CH3:3]. The reactants are [C:1]([O:5][C:6]([NH:8][C:9]1[N:10]=[CH:11][C:12]([C:15]2[N:19]([C:20]3[CH:21]=[N:22][C:23]([O:26][CH3:27])=[CH:24][CH:25]=3)[N:18]=[C:17]([C:28]([O:30]CC)=[O:29])[CH:16]=2)=[N:13][CH:14]=1)=[O:7])([CH3:4])([CH3:3])[CH3:2].[OH-].[Na+].Cl.O. (6) The catalyst is CO. The yield is 0.700. The reactants are Cl[C:2]1[N:7]=[CH:6][N:5]=[C:4]2[NH:8][C:9](=[O:17])[N:10]([CH2:12][C:13]([F:16])([F:15])[F:14])[CH2:11][C:3]=12.Cl.Cl.[CH2:20]([C:22]1[N:23]=[C:24]([CH:30]2[CH2:35][CH2:34][NH:33][CH2:32][CH2:31]2)[N:25]([CH2:27][CH2:28][OH:29])[CH:26]=1)[CH3:21].C(N(C(C)C)CC)(C)C. The product is [CH2:20]([C:22]1[N:23]=[C:24]([CH:30]2[CH2:31][CH2:32][N:33]([C:2]3[N:7]=[CH:6][N:5]=[C:4]4[NH:8][C:9](=[O:17])[N:10]([CH2:12][C:13]([F:16])([F:15])[F:14])[CH2:11][C:3]=34)[CH2:34][CH2:35]2)[N:25]([CH2:27][CH2:28][OH:29])[CH:26]=1)[CH3:21].